This data is from CYP2D6 inhibition data for predicting drug metabolism from PubChem BioAssay. The task is: Regression/Classification. Given a drug SMILES string, predict its absorption, distribution, metabolism, or excretion properties. Task type varies by dataset: regression for continuous measurements (e.g., permeability, clearance, half-life) or binary classification for categorical outcomes (e.g., BBB penetration, CYP inhibition). Dataset: cyp2d6_veith. (1) The molecule is COc1cc2nc(N3CCN(C(=O)[C@@H]4CCCO4)CC3)nc(N)c2cc1OC. The result is 0 (non-inhibitor). (2) The molecule is CCOc1ccc(-c2nnc3ccc(SC)nn23)cc1. The result is 0 (non-inhibitor). (3) The compound is CC(=O)/C(=C\c1ccccc1F)C(=O)c1ccccc1. The result is 0 (non-inhibitor). (4) The molecule is CC(CCC(=O)O)(c1cc(Br)c(O)c(Br)c1)c1cc(Br)c(O)c(Br)c1. The result is 0 (non-inhibitor). (5) The molecule is CNc1cc(NS(=O)(=O)c2ccc(N)cc2)nc(NC)n1. The result is 0 (non-inhibitor).